This data is from Full USPTO retrosynthesis dataset with 1.9M reactions from patents (1976-2016). The task is: Predict the reactants needed to synthesize the given product. (1) The reactants are: [CH3:1][NH:2][C:3]1[CH:8]=[CH:7][C:6]([C:9]#[C:10][Si](C)(C)C)=[CH:5][N:4]=1.C([O-])([O-])=O.[K+].[K+]. Given the product [C:9]([C:6]1[CH:7]=[CH:8][C:3]([NH:2][CH3:1])=[N:4][CH:5]=1)#[CH:10], predict the reactants needed to synthesize it. (2) Given the product [CH2:34]([C@@H:14]([CH2:13][CH2:12][C@H:8]([CH2:1][C:2]1[CH:3]=[CH:4][CH:5]=[CH:6][CH:7]=1)[C:9](=[O:10])[NH:42][C@@H:43]1[C:50](=[O:51])[N:49]2[CH2:52][CH2:53][CH2:54][CH2:55][C@@H:48]2[CH:47]=[CH:46][CH2:45][CH2:44]1)[C:15]([NH:17][C@H:18]1[CH2:24][CH2:23][S:22][C@H:21]2[CH2:25][CH2:26][CH2:27][C@@H:28]([C:29]([O:31][CH3:32])=[O:30])[N:20]2[C:19]1=[O:33])=[O:16])[C:35]1[CH:40]=[CH:39][CH:38]=[CH:37][CH:36]=1, predict the reactants needed to synthesize it. The reactants are: [CH2:1]([C@@H:8]([CH2:12][CH2:13][C@H:14]([CH2:34][C:35]1[CH:40]=[CH:39][CH:38]=[CH:37][CH:36]=1)[C:15]([NH:17][C@H:18]1[CH2:24][CH2:23][S:22][C@H:21]2[CH2:25][CH2:26][CH2:27][C@@H:28]([C:29]([O:31][CH3:32])=[O:30])[N:20]2[C:19]1=[O:33])=[O:16])[C:9](O)=[O:10])[C:2]1[CH:7]=[CH:6][CH:5]=[CH:4][CH:3]=1.Cl.[NH2:42][C@@H:43]1[C:50](=[O:51])[N:49]2[CH2:52][CH2:53][CH2:54][CH2:55][C@@H:48]2[CH:47]=[CH:46][CH2:45][CH2:44]1.